This data is from Full USPTO retrosynthesis dataset with 1.9M reactions from patents (1976-2016). The task is: Predict the reactants needed to synthesize the given product. (1) Given the product [CH3:21][O:22][C:23]1[C:24]([CH3:34])=[C:25]2[C:26](=[CH:27][CH:28]=1)[NH:29][N:13]=[CH:33]2, predict the reactants needed to synthesize it. The reactants are: C(OC(=O)C)(=O)C.C([O-])(=O)C.[K+].[N:13](OCCC(C)C)=O.[CH3:21][O:22][C:23]1[CH:28]=[CH:27][C:26]([NH:29]C(=O)C)=[C:25]([CH3:33])[C:24]=1[CH3:34].[OH-].[Na+].Cl. (2) Given the product [C:12]([O:13][CH2:1][C:2]1[CH:7]=[CH:6][CH:5]=[CH:4][N:3]=1)(=[O:11])[CH3:14], predict the reactants needed to synthesize it. The reactants are: [CH3:1][C:2]1[CH:7]=[CH:6][CH:5]=[CH:4][N+:3]=1[O-].CC[O:11][C:12]([CH3:14])=[O:13]. (3) Given the product [N+:1]([C:4]1[CH:5]=[CH:6][C:7]2[O:12][CH2:11][C@H:10]([CH2:13][N:26]3[CH2:31][CH2:30][CH2:29][C@H:28]([C:32]4[CH:33]=[C:34]([OH:38])[CH:35]=[CH:36][CH:37]=4)[CH2:27]3)[O:9][C:8]=2[CH:19]=1)([O-:3])=[O:2], predict the reactants needed to synthesize it. The reactants are: [N+:1]([C:4]1[CH:5]=[CH:6][C:7]2[O:12][CH2:11][C@H:10]([CH2:13]OS(C)(=O)=O)[O:9][C:8]=2[CH:19]=1)([O-:3])=[O:2].C([O-])(O)=O.[Na+].Cl.[NH:26]1[CH2:31][CH2:30][CH2:29][C@H:28]([C:32]2[CH:33]=[C:34]([OH:38])[CH:35]=[CH:36][CH:37]=2)[CH2:27]1.O. (4) Given the product [CH3:31][N:22]1[CH2:21][CH2:20][C:18]2[N:19]=[C:14]([NH:13][C:10]3[CH:9]=[CH:8][C:7]([N:3]4[CH:4]=[CH:5][N:6]=[C:2]4[CH3:1])=[CH:12][CH:11]=3)[N:15]=[C:16]([NH:24][CH2:25][C@H:26]3[CH2:30][CH2:29][CH2:28][O:27]3)[C:17]=2[CH2:23]1, predict the reactants needed to synthesize it. The reactants are: [CH3:1][C:2]1[N:3]([C:7]2[CH:12]=[CH:11][C:10]([NH:13][C:14]3[N:15]=[C:16]([NH:24][CH2:25][C@H:26]4[CH2:30][CH2:29][CH2:28][O:27]4)[C:17]4[CH2:23][NH:22][CH2:21][CH2:20][C:18]=4[N:19]=3)=[CH:9][CH:8]=2)[CH:4]=[CH:5][N:6]=1.[C:31](O)(=O)C.C=O.C([BH3-])#N.[Na+]. (5) Given the product [CH2:1]([NH:8][C:9]1[N:14]([CH3:15])[C:13](=[O:16])[C:12]([C:17]2[CH:22]=[CH:21][C:20]([OH:23])=[C:19]([F:31])[CH:18]=2)=[CH:11][N:10]=1)[C:2]1[CH:3]=[CH:4][CH:5]=[CH:6][CH:7]=1, predict the reactants needed to synthesize it. The reactants are: [CH2:1]([NH:8][C:9]1[N:14]([CH3:15])[C:13](=[O:16])[C:12]([C:17]2[CH:22]=[CH:21][C:20]([O:23]CC3C=CC=CC=3)=[C:19]([F:31])[CH:18]=2)=[CH:11][N:10]=1)[C:2]1[CH:7]=[CH:6][CH:5]=[CH:4][CH:3]=1. (6) Given the product [CH3:14][N:15]([CH2:12][C:10]1[N:9]=[N:8][N:7]([C:1]2[CH:6]=[CH:5][CH:4]=[CH:3][CH:2]=2)[CH:11]=1)[CH:16]1[C:25]2[N:24]=[CH:23][CH:22]=[CH:21][C:20]=2[CH2:19][CH2:18][CH2:17]1, predict the reactants needed to synthesize it. The reactants are: [C:1]1([N:7]2[CH:11]=[C:10]([CH:12]=O)[N:9]=[N:8]2)[CH:6]=[CH:5][CH:4]=[CH:3][CH:2]=1.[CH3:14][NH:15][CH:16]1[C:25]2[N:24]=[CH:23][CH:22]=[CH:21][C:20]=2[CH2:19][CH2:18][CH2:17]1.C(O[BH-](OC(=O)C)OC(=O)C)(=O)C.[Na+].[Na+].[Cl-]. (7) Given the product [C:50]([NH:3][CH2:4][C:5]1([CH2:11][N:12]2[CH2:17][CH2:16][N:15]([C:18](=[O:49])[CH2:19][C:20]3[NH:21][C:22]([CH2:42][CH2:43][C:44]4[S:45][CH:46]=[CH:47][N:48]=4)=[C:23]([C:38]([O:40][CH3:41])=[O:39])[CH:24]([C:30]4[C:31]([Cl:37])=[CH:32][CH:33]=[CH:34][C:35]=4[Cl:36])[C:25]=3[C:26]([O:28][CH3:29])=[O:27])[CH2:14][CH2:13]2)[CH2:6][CH2:7][CH2:8][CH2:9][CH2:10]1)(=[O:52])[CH3:51], predict the reactants needed to synthesize it. The reactants are: Cl.Cl.[NH2:3][CH2:4][C:5]1([CH2:11][N:12]2[CH2:17][CH2:16][N:15]([C:18](=[O:49])[CH2:19][C:20]3[NH:21][C:22]([CH2:42][CH2:43][C:44]4[S:45][CH:46]=[CH:47][N:48]=4)=[C:23]([C:38]([O:40][CH3:41])=[O:39])[CH:24]([C:30]4[C:35]([Cl:36])=[CH:34][CH:33]=[CH:32][C:31]=4[Cl:37])[C:25]=3[C:26]([O:28][CH3:29])=[O:27])[CH2:14][CH2:13]2)[CH2:10][CH2:9][CH2:8][CH2:7][CH2:6]1.[C:50](OC(=O)C)(=[O:52])[CH3:51].C(N(CC)CC)C.